From a dataset of Peptide-MHC class I binding affinity with 185,985 pairs from IEDB/IMGT. Regression. Given a peptide amino acid sequence and an MHC pseudo amino acid sequence, predict their binding affinity value. This is MHC class I binding data. (1) The peptide sequence is EMIKKSEIYV. The MHC is Mamu-A11 with pseudo-sequence Mamu-A11. The binding affinity (normalized) is 0.0439. (2) The peptide sequence is LTMKTNMLV. The MHC is HLA-A02:01 with pseudo-sequence HLA-A02:01. The binding affinity (normalized) is 0.508. (3) The binding affinity (normalized) is 0.0847. The MHC is HLA-B18:01 with pseudo-sequence HLA-B18:01. The peptide sequence is EIEIEKNKK. (4) The peptide sequence is YPGIKVRQL. The binding affinity (normalized) is 0. The MHC is HLA-A02:02 with pseudo-sequence HLA-A02:02. (5) The peptide sequence is VFTSRIQVI. The MHC is HLA-A02:01 with pseudo-sequence HLA-A02:01. The binding affinity (normalized) is 0.0847. (6) The peptide sequence is EIYRTLYGL. The MHC is HLA-B48:01 with pseudo-sequence HLA-B48:01. The binding affinity (normalized) is 0.0847.